The task is: Predict the product of the given reaction.. This data is from Forward reaction prediction with 1.9M reactions from USPTO patents (1976-2016). Given the reactants Cl[C:2]1[CH:3]=[C:4]([OH:12])[C:5]2[N:6]([N:8]=[C:9]([CH3:11])[CH:10]=2)[CH:7]=1.[C:13]([N:17]1[CH:21]=[C:20](B2OC(C)(C)C(C)(C)O2)[CH:19]=[N:18]1)([CH3:16])([CH3:15])[CH3:14].C([O-])([O-])=O.[Cs+].[Cs+].COCCOC, predict the reaction product. The product is: [C:13]([N:17]1[CH:21]=[C:20]([C:2]2[CH:3]=[C:4]([OH:12])[C:5]3[N:6]([N:8]=[C:9]([CH3:11])[CH:10]=3)[CH:7]=2)[CH:19]=[N:18]1)([CH3:16])([CH3:15])[CH3:14].